Task: Regression. Given a peptide amino acid sequence and an MHC pseudo amino acid sequence, predict their binding affinity value. This is MHC class I binding data.. Dataset: Peptide-MHC class I binding affinity with 185,985 pairs from IEDB/IMGT (1) The peptide sequence is MQLPGGWLL. The MHC is HLA-A02:01 with pseudo-sequence HLA-A02:01. The binding affinity (normalized) is 0.566. (2) The peptide sequence is SLRPNDIVY. The MHC is HLA-A03:01 with pseudo-sequence HLA-A03:01. The binding affinity (normalized) is 0.121. (3) The peptide sequence is NQVKFYFNK. The MHC is HLA-A03:01 with pseudo-sequence HLA-A03:01. The binding affinity (normalized) is 0.514. (4) The peptide sequence is SEIPNLDII. The MHC is HLA-B44:03 with pseudo-sequence HLA-B44:03. The binding affinity (normalized) is 0.621. (5) The peptide sequence is FIVNTNVPR. The MHC is Mamu-B03 with pseudo-sequence Mamu-B03. The binding affinity (normalized) is 0.225. (6) The peptide sequence is RRFFPYYVY. The MHC is HLA-A03:01 with pseudo-sequence HLA-A03:01. The binding affinity (normalized) is 0.0847.